From a dataset of In vitro SARS-CoV-2 activity screen of 1,480 approved drugs from Prestwick library. Binary Classification. Given a drug SMILES string, predict its activity (active/inactive) in a high-throughput screening assay against a specified biological target. (1) The drug is Cc1nccn1CC1CCc2c(c3ccccc3n2C)C1=O.Cl. The result is 1 (active). (2) The molecule is Cc1c(O)c(=O)ccn1C. The result is 0 (inactive). (3) The molecule is c1ccc2c(c1)Nc1ccccc1S2. The result is 0 (inactive). (4) The result is 0 (inactive). The drug is NS(=O)(=O)c1cc(C2(O)NC(=O)c3ccccc32)ccc1Cl. (5) The drug is CCC1NC(=O)c2cc(S(N)(=O)=O)c(Cl)cc2N1. The result is 0 (inactive). (6) The drug is CC(C)CC(=O)N[C@H](C(=O)N[C@H](C(=O)N[C@@H](CC(C)C)[C@@H](O)CC(=O)N[C@@H](C)C(=O)N[C@@H](CC(C)C)[C@@H](O)CC(=O)O)C(C)C)C(C)C. The result is 0 (inactive). (7) The drug is CC(C)(C)c1ccc(C(=O)CCCN2CCC(OC(c3ccccc3)c3ccccc3)CC2)cc1. The result is 0 (inactive).